Predict the reaction yield, written as a fraction of the theoretical maximum amount of product (1.0 means a 100% yield; for example, 0.34 means a 34% yield). From a dataset of Reaction yield outcomes from USPTO patents with 853,638 reactions. (1) The reactants are [CH3:1][C:2]12[C:9]([CH3:11])([CH3:10])[CH:6]([CH2:7][CH2:8]1)[C:5](=[O:12])[CH2:4][C:3]2=[O:13].C1(C)C=CC=CC=1.C([O-])(=O)C.C([O-])(=O)C.C([O-])(=O)C.[Br:33][C:34]1[CH:35]=[CH:36][C:37]([CH2:41][CH3:42])=[C:38]([Pb+3])[CH:39]=1.Cl. The catalyst is C(Cl)(Cl)Cl.CN(C)C1C=CN=CC=1. The product is [Br:33][C:34]1[CH:39]=[CH:38][C:37]([CH2:41][CH3:42])=[C:36]([CH:4]2[C:5](=[O:12])[CH:6]3[C:9]([CH3:10])([CH3:11])[C:2]([CH3:1])([CH2:8][CH2:7]3)[C:3]2=[O:13])[CH:35]=1. The yield is 0.0900. (2) The reactants are [C:1]([O:9][C@@H:10]1[C@H:14]([CH2:15][O:16][C:17](=[O:24])[C:18]2[CH:23]=[CH:22][CH:21]=[CH:20][CH:19]=2)[O:13][C@H:12]([N:25]2[CH:33]=[N:32][C:31]3[C:26]2=[N:27][CH:28]=[N:29][C:30]=3[NH2:34])[C@H:11]1O)(=[O:8])[C:2]1[CH:7]=[CH:6][CH:5]=[CH:4][CH:3]=1.O(C(Cl)=S)C1C=CC=CC=1.[H-].C[Si]([SiH]([Si](C)(C)C)[Si](C)(C)C)(C)C.CC(N=NC(C#N)(C)C)(C#N)C. The catalyst is C(#N)C.CN(C)C1C=CN=CC=1.O1CCOCC1. The product is [C:1]([O:9][C@@H:10]1[C@H:14]([CH2:15][O:16][C:17](=[O:24])[C:18]2[CH:23]=[CH:22][CH:21]=[CH:20][CH:19]=2)[O:13][C@H:12]([N:25]2[CH:33]=[N:32][C:31]3[C:26]2=[N:27][CH:28]=[N:29][C:30]=3[NH2:34])[CH2:11]1)(=[O:8])[C:2]1[CH:3]=[CH:4][CH:5]=[CH:6][CH:7]=1. The yield is 0.960. (3) The reactants are [N:1]([C@H:4]1[C@@H:9]([F:10])[CH2:8][CH2:7][N:6]([C:11]([O:13][C:14]([CH3:17])([CH3:16])[CH3:15])=[O:12])[CH2:5]1)=[N+]=[N-].[C:18](Cl)(=[O:27])[O:19][CH2:20][C:21]1[CH:26]=[CH:25][CH:24]=[CH:23][CH:22]=1. The catalyst is CO.N1C=CC=CC=1.[Pd]. The product is [CH2:20]([O:19][C:18]([NH:1][C@H:4]1[C@@H:9]([F:10])[CH2:8][CH2:7][N:6]([C:11]([O:13][C:14]([CH3:17])([CH3:16])[CH3:15])=[O:12])[CH2:5]1)=[O:27])[C:21]1[CH:26]=[CH:25][CH:24]=[CH:23][CH:22]=1. The yield is 0.220. (4) The reactants are Cl[C:2]1[N:7]=[C:6]([NH2:8])[CH:5]=[CH:4][N:3]=1.Cl.[O:10]1[C:14]2([CH2:19][CH2:18][NH:17][CH2:16][CH2:15]2)[CH2:13][CH2:12][CH2:11]1. No catalyst specified. The product is [O:10]1[C:14]2([CH2:19][CH2:18][N:17]([C:2]3[N:7]=[C:6]([NH2:8])[CH:5]=[CH:4][N:3]=3)[CH2:16][CH2:15]2)[CH2:13][CH2:12][CH2:11]1. The yield is 0.650. (5) The reactants are S(=O)(=O)(O)[OH:2].[Br:6][C:7]1[CH:12]=[CH:11][C:10]([NH:13][C:14](=[O:18])[CH:15]=NO)=[C:9]([CH2:19][CH3:20])[CH:8]=1. The catalyst is O. The product is [Br:6][C:7]1[CH:12]=[C:11]2[C:10](=[C:9]([CH2:19][CH3:20])[CH:8]=1)[NH:13][C:14](=[O:18])[C:15]2=[O:2]. The yield is 0.740. (6) The product is [CH2:10]([N:17]([CH2:24][C:25]1[CH:30]=[CH:29][CH:28]=[CH:27][CH:26]=1)[C@@H:18]([C:20]1([F:7])[CH2:22][CH2:21]1)[CH3:19])[C:11]1[CH:16]=[CH:15][CH:14]=[CH:13][CH:12]=1. The reactants are CCN(S(F)(F)[F:7])CC.[CH2:10]([N:17]([CH2:24][C:25]1[CH:30]=[CH:29][CH:28]=[CH:27][CH:26]=1)[C@@H:18]([C:20]1(O)[CH2:22][CH2:21]1)[CH3:19])[C:11]1[CH:16]=[CH:15][CH:14]=[CH:13][CH:12]=1. The catalyst is ClCCl. The yield is 0.217. (7) No catalyst specified. The product is [CH3:1][S:2]([C:5]1[CH:6]=[CH:7][C:8]([O:14][CH:15]([CH3:20])[C:16]([F:19])([F:18])[F:17])=[C:9]([C:10]([N:32]2[CH2:33][CH2:34][N:29]([C:26]3[S:27][CH:28]=[C:24]([CH2:23][C:22]([F:36])([F:21])[F:35])[N:25]=3)[CH2:30][CH2:31]2)=[O:12])[CH:13]=1)(=[O:3])=[O:4]. The reactants are [CH3:1][S:2]([C:5]1[CH:6]=[CH:7][C:8]([O:14][CH:15]([CH3:20])[C:16]([F:19])([F:18])[F:17])=[C:9]([CH:13]=1)[C:10]([OH:12])=O)(=[O:4])=[O:3].[F:21][C:22]([F:36])([F:35])[CH2:23][C:24]1[N:25]=[C:26]([N:29]2[CH2:34][CH2:33][NH:32][CH2:31][CH2:30]2)[S:27][CH:28]=1. The yield is 0.290. (8) The reactants are [Cl:1][C:2]1[C:11]([C:12]([F:15])([F:14])[F:13])=[CH:10][C:9]2[C:4](=[C:5]([C:16]([OH:18])=O)[CH:6]=[CH:7][CH:8]=2)[N:3]=1.[NH2:19][C:20]1[CH:21]=[N:22][CH:23]=[CH:24][CH:25]=1.CN(C(ON1N=NC2C=CC=NC1=2)=[N+](C)C)C.F[P-](F)(F)(F)(F)F.CCN(C(C)C)C(C)C. The catalyst is C(Cl)Cl. The product is [Cl:1][C:2]1[C:11]([C:12]([F:13])([F:14])[F:15])=[CH:10][C:9]2[C:4](=[C:5]([C:16]([NH:19][C:20]3[CH:21]=[N:22][CH:23]=[CH:24][CH:25]=3)=[O:18])[CH:6]=[CH:7][CH:8]=2)[N:3]=1. The yield is 0.650. (9) The reactants are [N+]([O-])(O)=O.[NH2:5][NH:6][C:7]([NH2:9])=[NH:8].C[O-].[Na+].[C:13]1([C:23](OC)=O)[C:22]2[C:17](=[CH:18][CH:19]=[CH:20][CH:21]=2)[CH:16]=[CH:15][CH:14]=1.Cl. The catalyst is O.CO. The product is [C:13]1([C:23]2[NH:5][N:6]=[C:7]([NH2:9])[N:8]=2)[C:22]2[C:17](=[CH:18][CH:19]=[CH:20][CH:21]=2)[CH:16]=[CH:15][CH:14]=1. The yield is 0.520. (10) The yield is 0.900. The catalyst is C(Cl)(Cl)Cl. The product is [O:25]1[C:19]2[CH:18]=[CH:17][C:16]([C:13]3[CH:14]=[C:15]4[N:7]([C:5]([O:4][CH2:3][CH:2]([CH3:34])[CH3:1])=[O:6])[CH:8]=[N:9][C:10]4=[N:11][CH:12]=3)=[CH:33][C:20]=2[CH2:21][NH:22][CH2:23][CH2:24]1. The reactants are [CH3:1][CH:2]([CH3:34])[CH2:3][O:4][C:5]([N:7]1[C:15]2[C:10](=[N:11][CH:12]=[C:13]([C:16]3[CH:17]=[CH:18][C:19]4[O:25][CH2:24][CH2:23][N:22](C(OC(C)(C)C)=O)[CH2:21][C:20]=4[CH:33]=3)[CH:14]=2)[N:9]=[CH:8]1)=[O:6].FC(F)(F)C(O)=O.